From a dataset of Full USPTO retrosynthesis dataset with 1.9M reactions from patents (1976-2016). Predict the reactants needed to synthesize the given product. (1) Given the product [C:1]([O:5][C:6](=[O:13])[CH2:7][C@@H:8]([C:10]([OH:12])=[O:11])[NH:9][C:20]([O:22][CH2:23][C:24]1[CH:29]=[CH:28][CH:27]=[CH:26][CH:25]=1)=[O:21])([CH3:4])([CH3:2])[CH3:3], predict the reactants needed to synthesize it. The reactants are: [C:1]([O:5][C:6](=[O:13])[CH2:7][C@@H:8]([C:10]([OH:12])=[O:11])[NH2:9])([CH3:4])([CH3:3])[CH3:2].C([O-])(O)=O.[Na+].Cl[C:20]([O:22][CH2:23][C:24]1[CH:29]=[CH:28][CH:27]=[CH:26][CH:25]=1)=[O:21]. (2) Given the product [F:5][C:4]([F:7])([F:6])[S:1]([O:8][C:27]1[C:26]2[CH:25]=[CH:24][C:23]([O:32][CH3:33])=[C:22]([O:21][CH:16]3[CH2:20][CH2:19][CH2:18][CH2:17]3)[C:30]=2[O:29][CH:28]=1)(=[O:3])=[O:2], predict the reactants needed to synthesize it. The reactants are: [S:1]([O:8]S(C(F)(F)F)(=O)=O)([C:4]([F:7])([F:6])[F:5])(=[O:3])=[O:2].[CH:16]1([O:21][C:22]2[C:30]3[O:29][CH2:28][C:27](=O)[C:26]=3[CH:25]=[CH:24][C:23]=2[O:32][CH3:33])[CH2:20][CH2:19][CH2:18][CH2:17]1.C(N(CC)C(C)C)(C)C. (3) Given the product [NH2:3][CH2:4][C:5]1[C:6]([C:22]2[CH:27]=[CH:26][C:25]([CH3:28])=[CH:24][CH:23]=2)=[C:7]([CH2:18][C:19]([OH:21])=[O:20])[C:8]([CH2:16][CH3:17])=[N:9][C:10]=1[CH2:11][C:12]([CH3:14])([CH3:15])[CH3:13], predict the reactants needed to synthesize it. The reactants are: Cl.Cl.[NH2:3][CH2:4][C:5]1[C:6]([C:22]2[CH:27]=[CH:26][C:25]([CH3:28])=[CH:24][CH:23]=2)=[C:7]([CH2:18][C:19]([OH:21])=[O:20])[C:8]([CH2:16][CH3:17])=[N:9][C:10]=1[CH2:11][C:12]([CH3:15])([CH3:14])[CH3:13].[OH-].[Na+]. (4) Given the product [NH2:3][CH2:12][C@@H:13]([NH:25][C:26]([C:28]1[CH:32]=[C:31]([C:33]2[N:37]([CH3:38])[N:36]=[CH:35][CH:34]=2)[S:30][CH:29]=1)=[O:27])[CH2:14][C:15]1[CH:20]=[CH:19][CH:18]=[CH:17][C:16]=1[C:21]([F:24])([F:23])[F:22], predict the reactants needed to synthesize it. The reactants are: O=C1C2C(=CC=CC=2)C(=O)[N:3]1[CH2:12][C@@H:13]([NH:25][C:26]([C:28]1[CH:32]=[C:31]([C:33]2[N:37]([CH3:38])[N:36]=[CH:35][CH:34]=2)[S:30][CH:29]=1)=[O:27])[CH2:14][C:15]1[CH:20]=[CH:19][CH:18]=[CH:17][C:16]=1[C:21]([F:24])([F:23])[F:22].NN. (5) Given the product [NH2:6][C:7]1[CH:8]=[CH:9][CH:10]=[CH:11][C:1]=1[C:2]([NH:19][C:18]1[CH:20]=[CH:21][C:15]([O:14][CH3:13])=[CH:16][CH:17]=1)=[O:4], predict the reactants needed to synthesize it. The reactants are: [C:1]12[C:7](=[CH:8][CH:9]=[CH:10][CH:11]=1)[NH:6]C(=O)[O:4][C:2]2=O.[CH3:13][O:14][C:15]1[CH:21]=[CH:20][C:18]([NH2:19])=[CH:17][CH:16]=1. (6) Given the product [F:1][C:2]1[CH:7]=[C:6]([I:8])[CH:5]=[CH:4][C:3]=1[NH:9][C:10]1[C:11]([NH:21][S:22]([CH:25]2[CH2:28][CH:27]([OH:29])[CH2:26]2)(=[O:23])=[O:24])=[C:12]2[NH:20][CH2:19][CH2:18][N:13]2[C:14](=[O:17])[C:15]=1[CH3:16], predict the reactants needed to synthesize it. The reactants are: [F:1][C:2]1[CH:7]=[C:6]([I:8])[CH:5]=[CH:4][C:3]=1[NH:9][C:10]1[C:11]([NH:21][S:22]([CH:25]2[CH2:28][CH:27]([O:29]CC3C=CC=CC=3)[CH2:26]2)(=[O:24])=[O:23])=[C:12]2[NH:20][CH2:19][CH2:18][N:13]2[C:14](=[O:17])[C:15]=1[CH3:16].B(Cl)(Cl)Cl. (7) Given the product [Cl:1][C:2]1[C:3]([N:22]=[N+:23]=[N-:24])=[C:4]2[C:9](=[CH:10][CH:11]=1)[O:8][CH:7]([C:12]([F:15])([F:14])[F:13])[C:6]([C:16]([O:18][CH2:19][CH3:20])=[O:17])=[CH:5]2, predict the reactants needed to synthesize it. The reactants are: [Cl:1][C:2]1[C:3](F)=[C:4]2[C:9](=[CH:10][CH:11]=1)[O:8][CH:7]([C:12]([F:15])([F:14])[F:13])[C:6]([C:16]([O:18][CH2:19][CH3:20])=[O:17])=[CH:5]2.[N-:22]=[N+:23]=[N-:24].[Na+].O.C(OCC)(=O)C. (8) Given the product [CH2:12]([O:13][C:14](=[O:16])[CH2:15][N:5]1[CH:6]=[CH:7][CH:8]=[CH:9][C:4]1=[O:3])[CH3:11], predict the reactants needed to synthesize it. The reactants are: [H-].[Na+].[OH:3][C:4]1[CH:9]=[CH:8][CH:7]=[CH:6][N:5]=1.Br[CH2:11][CH2:12][O:13][C:14](=[O:16])[CH3:15].